This data is from Full USPTO retrosynthesis dataset with 1.9M reactions from patents (1976-2016). The task is: Predict the reactants needed to synthesize the given product. (1) Given the product [NH2:15][C:16]1[N:21]=[C:20]([NH2:22])[C:19]([C:23]2[CH:30]=[CH:29][C:26]([CH2:27][NH:1][C:2]3[CH:7]=[CH:6][C:5]([C:8](=[O:10])[CH3:9])=[CH:4][CH:3]=3)=[CH:25][CH:24]=2)=[C:18]([CH2:31][CH3:32])[N:17]=1, predict the reactants needed to synthesize it. The reactants are: [NH2:1][C:2]1[CH:7]=[CH:6][C:5]([C:8](=[O:10])[CH3:9])=[CH:4][CH:3]=1.C(O)(=O)C.[NH2:15][C:16]1[N:21]=[C:20]([NH2:22])[C:19]([C:23]2[CH:30]=[CH:29][C:26]([CH:27]=O)=[CH:25][CH:24]=2)=[C:18]([CH2:31][CH3:32])[N:17]=1.[BH3-]C#N.[Na+]. (2) Given the product [Si:21]([O:38][CH2:39][CH2:40][CH2:41][CH2:42][CH2:43][CH:44]([C:2]1[CH:7]=[C:6]([F:8])[CH:5]=[CH:4][C:3]=1[F:9])[OH:45])([C:34]([CH3:36])([CH3:37])[CH3:35])([C:28]1[CH:29]=[CH:30][CH:31]=[CH:32][CH:33]=1)[C:22]1[CH:23]=[CH:24][CH:25]=[CH:26][CH:27]=1, predict the reactants needed to synthesize it. The reactants are: Br[C:2]1[CH:7]=[C:6]([F:8])[CH:5]=[CH:4][C:3]=1[F:9].CCCCCC.C([Li])CCC.[Si:21]([O:38][CH2:39][CH2:40][CH2:41][CH2:42][CH2:43][CH:44]=[O:45])([C:34]([CH3:37])([CH3:36])[CH3:35])([C:28]1[CH:33]=[CH:32][CH:31]=[CH:30][CH:29]=1)[C:22]1[CH:27]=[CH:26][CH:25]=[CH:24][CH:23]=1. (3) Given the product [NH2:8][C:9]1[C:10]([N:27]2[CH2:32][CH2:31][CH2:30][C@H:29]([NH:33][C:34](=[O:40])[O:35][C:36]([CH3:38])([CH3:37])[CH3:39])[CH2:28]2)=[C:11]2[CH:17]=[N:16][N:15]([CH2:18][C:19]3[CH:24]=[CH:23][C:22]([O:25][CH3:26])=[CH:21][CH:20]=3)[C:12]2=[N:13][CH:14]=1, predict the reactants needed to synthesize it. The reactants are: C(OC([NH:8][C:9]1[C:10]([N:27]2[CH2:32][CH2:31][CH2:30][C@H:29]([NH:33][C:34](=[O:40])[O:35][C:36]([CH3:39])([CH3:38])[CH3:37])[CH2:28]2)=[C:11]2[CH:17]=[N:16][N:15]([CH2:18][C:19]3[CH:24]=[CH:23][C:22]([O:25][CH3:26])=[CH:21][CH:20]=3)[C:12]2=[N:13][CH:14]=1)=O)(C)(C)C.Cl.O1CCOCC1.C(OC(OC(C)(C)C)=O)(OC(C)(C)C)=O.C(N(CC)CC)C. (4) Given the product [CH3:10][C:7]1[CH2:8][CH2:9][CH:4]([C:1](=[O:3])[CH2:2][CH2:21][CH:20]=[CH2:19])[CH2:5][CH:6]=1, predict the reactants needed to synthesize it. The reactants are: [C:1]([CH:4]1[CH2:9][CH2:8][C:7]([CH3:10])=[CH:6][CH2:5]1)(=[O:3])[CH3:2].S(=O)(=O)(O)O.C(O)C.[CH2:19](O)[CH:20]=[CH2:21].